Predict the product of the given reaction. From a dataset of Forward reaction prediction with 1.9M reactions from USPTO patents (1976-2016). (1) Given the reactants [CH3:1][C:2]1[CH:3]=[CH:4][CH:5]=[C:6]2[C:11]=1[NH:10][C:9](=[O:12])[C:8]([CH:13]=O)=[CH:7]2.[NH2:15][C@@H:16]1[CH2:20][CH2:19][CH2:18][C@H:17]1[OH:21].C(O[BH-](OC(=O)C)OC(=O)C)(=O)C.[Na+], predict the reaction product. The product is: [OH:21][C@@H:17]1[CH2:18][CH2:19][CH2:20][C@H:16]1[NH:15][CH2:13][C:8]1[C:9](=[O:12])[NH:10][C:11]2[C:6]([CH:7]=1)=[CH:5][CH:4]=[CH:3][C:2]=2[CH3:1]. (2) Given the reactants [CH3:1][N:2]1[CH2:7][CH2:6][N:5]([C:8]2[CH:13]=[CH:12][C:11]([NH:14][C:15]3[N:20]=[C:19]([NH:21][C:22]4[CH:23]=[C:24]([CH2:28][C:29]#[N:30])[CH:25]=[CH:26][CH:27]=4)[CH:18]=[CH:17][N:16]=3)=[CH:10][C:9]=2[C:31]([F:34])([F:33])[F:32])[CH2:4][CH2:3]1.[OH:35][S:36]([OH:39])(=[O:38])=[O:37], predict the reaction product. The product is: [S:36]([OH:39])([OH:38])(=[O:37])=[O:35].[CH3:1][N:2]1[CH2:7][CH2:6][N:5]([C:8]2[CH:13]=[CH:12][C:11]([NH:14][C:15]3[N:20]=[C:19]([NH:21][C:22]4[CH:23]=[C:24]([CH2:28][C:29]#[N:30])[CH:25]=[CH:26][CH:27]=4)[CH:18]=[CH:17][N:16]=3)=[CH:10][C:9]=2[C:31]([F:33])([F:34])[F:32])[CH2:4][CH2:3]1. (3) Given the reactants C1(P(C2C=CC=CC=2)C2C=CC=CC=2)C=CC=CC=1.[C:20]([C:22]1[CH:27]=[CH:26][C:25]([N:28]([CH2:34][C:35]2[O:39][C:38]([C:40]([NH2:42])=O)=[CH:37][CH:36]=2)[CH2:29][C:30]([F:33])([F:32])[F:31])=[CH:24][C:23]=1[C:43]([F:46])([F:45])[F:44])#[N:21], predict the reaction product. The product is: [C:20]([C:22]1[CH:27]=[CH:26][C:25]([N:28]([CH2:34][C:35]2[O:39][C:38]([C:40]#[N:42])=[CH:37][CH:36]=2)[CH2:29][C:30]([F:31])([F:32])[F:33])=[CH:24][C:23]=1[C:43]([F:44])([F:46])[F:45])#[N:21]. (4) Given the reactants [CH:1]1(C=O)[CH2:12][CH2:11][CH2:10][CH2:9][CH:8](C=O)[CH2:7][CH2:6][CH2:5][CH:4](C=O)[CH2:3][CH2:2]1.C=CC=C, predict the reaction product. The product is: [CH:1]1[CH2:12][CH2:11][CH2:10][CH:9]=[CH:8][CH2:7][CH2:6][CH:5]=[CH:4][CH2:3][CH:2]=1. (5) Given the reactants Cl[C:2]1[CH:7]=[CH:6][C:5]([N+:8]([O-])=O)=[CH:4][N:3]=1.[C:11]1(=[O:21])[C:15]2([CH2:20][CH2:19][NH:18][CH2:17][CH2:16]2)[CH2:14][CH2:13][NH:12]1.[CH2:22](Br)[C:23]1[CH:28]=[CH:27][CH:26]=[CH:25][CH:24]=1, predict the reaction product. The product is: [NH2:8][C:5]1[CH:6]=[CH:7][C:2]([N:18]2[CH2:19][CH2:20][C:15]3([C:11](=[O:21])[N:12]([CH2:22][C:23]4[CH:28]=[CH:27][CH:26]=[CH:25][CH:24]=4)[CH2:13][CH2:14]3)[CH2:16][CH2:17]2)=[N:3][CH:4]=1. (6) Given the reactants Cl[CH2:2][C:3]1[CH:29]=[CH:28][C:6]([C:7]([NH:9][C:10]2[S:11][C:12]([C:20]([CH:22]3[CH2:27][CH2:26][O:25][CH2:24][CH2:23]3)=[O:21])=[C:13]([C:15]3[O:16][CH:17]=[CH:18][CH:19]=3)[N:14]=2)=[O:8])=[CH:5][CH:4]=1.[NH:30]1[CH2:35][CH2:34][CH2:33][CH2:32][CH2:31]1, predict the reaction product. The product is: [O:16]1[CH:17]=[CH:18][CH:19]=[C:15]1[C:13]1[N:14]=[C:10]([NH:9][C:7](=[O:8])[C:6]2[CH:28]=[CH:29][C:3]([CH2:2][N:30]3[CH2:35][CH2:34][CH2:33][CH2:32][CH2:31]3)=[CH:4][CH:5]=2)[S:11][C:12]=1[C:20]([CH:22]1[CH2:27][CH2:26][O:25][CH2:24][CH2:23]1)=[O:21]. (7) Given the reactants [OH:1][CH2:2][C:3]([CH3:25])([CH3:24])[C:4]([N:6]1[CH2:11][CH2:10][CH:9]([CH2:12][CH2:13][O:14][C:15]2[CH:16]=[C:17]([CH:21]=[CH:22][CH:23]=2)[C:18](O)=[O:19])[CH2:8][CH2:7]1)=[O:5].[NH2:26][CH:27]1[CH:34]2[CH2:35][C:30]3([CH2:37][OH:38])[CH2:31][CH:32]([CH2:36][CH:28]1[CH2:29]3)[CH2:33]2, predict the reaction product. The product is: [OH:1][CH2:2][C:3]([CH3:25])([CH3:24])[C:4]([N:6]1[CH2:11][CH2:10][CH:9]([CH2:12][CH2:13][O:14][C:15]2[CH:16]=[C:17]([CH:21]=[CH:22][CH:23]=2)[C:18]([NH:26][CH:27]2[CH:28]3[CH2:36][CH:32]4[CH2:31][C:30]([CH2:37][OH:38])([CH2:35][CH:34]2[CH2:33]4)[CH2:29]3)=[O:19])[CH2:8][CH2:7]1)=[O:5]. (8) Given the reactants [CH2:1]([O:3][CH2:4][CH2:5][CH2:6][O:7][C:8](=[O:41])[C@@H:9]([NH:19][C:20]([C:22]1[C:23]([CH3:40])=[N:24][C:25]([NH:29][CH2:30][CH2:31][CH2:32][C:33]2[CH:38]=[CH:37][CH:36]=[C:35]([OH:39])[CH:34]=2)=[N:26][C:27]=1[CH3:28])=[O:21])[CH2:10][NH:11][C:12]([C:14]1[S:15][CH:16]=[CH:17][CH:18]=1)=[O:13])[CH3:2].[C:42](O[C:42](=[O:46])[CH:43]([CH3:45])[CH3:44])(=[O:46])[CH:43]([CH3:45])[CH3:44].N1C=CC=CC=1, predict the reaction product. The product is: [CH2:1]([O:3][CH2:4][CH2:5][CH2:6][O:7][C:8](=[O:41])[C@@H:9]([NH:19][C:20]([C:22]1[C:27]([CH3:28])=[N:26][C:25]([NH:29][CH2:30][CH2:31][CH2:32][C:33]2[CH:38]=[CH:37][CH:36]=[C:35]([O:39][C:42](=[O:46])[CH:43]([CH3:45])[CH3:44])[CH:34]=2)=[N:24][C:23]=1[CH3:40])=[O:21])[CH2:10][NH:11][C:12]([C:14]1[S:15][CH:16]=[CH:17][CH:18]=1)=[O:13])[CH3:2].